Dataset: Full USPTO retrosynthesis dataset with 1.9M reactions from patents (1976-2016). Task: Predict the reactants needed to synthesize the given product. (1) Given the product [NH2:8][C:9]1([CH3:22])[CH2:14][CH2:13][N:12]([C:15]2[CH:20]=[CH:19][N:18]=[CH:17][N:16]=2)[CH2:11][CH2:10]1, predict the reactants needed to synthesize it. The reactants are: C(OC([NH:8][C:9]1([CH3:22])[CH2:14][CH2:13][N:12]([C:15]2[CH:20]=[C:19](Cl)[N:18]=[CH:17][N:16]=2)[CH2:11][CH2:10]1)=O)(C)(C)C.C([O-])=O.[NH4+]. (2) Given the product [CH2:1]([O:8][C:9]1[CH:18]=[CH:17][C:16]2[N+:15]([O-:36])=[CH:14][C:13]3[N:19]=[C:20]([CH2:23][O:24][CH2:25][CH2:26][O:27][CH3:28])[N:21]([CH3:22])[C:12]=3[C:11]=2[CH:10]=1)[C:2]1[CH:3]=[CH:4][CH:5]=[CH:6][CH:7]=1, predict the reactants needed to synthesize it. The reactants are: [CH2:1]([O:8][C:9]1[CH:18]=[CH:17][C:16]2[N:15]=[CH:14][C:13]3[N:19]=[C:20]([CH2:23][O:24][CH2:25][CH2:26][O:27][CH3:28])[N:21]([CH3:22])[C:12]=3[C:11]=2[CH:10]=1)[C:2]1[CH:7]=[CH:6][CH:5]=[CH:4][CH:3]=1.C([O:36]C1C=CC2C3N(CC(C)C)C(C)=NC=3C=NC=2C=1)C1C=CC=CC=1.C1C=C(Cl)C=C(C(OO)=O)C=1. (3) Given the product [CH2:11]([NH:18][C:5]([CH2:6][CH2:7][C:2]([CH3:10])([CH3:1])[C:3]([OH:4])=[O:9])=[O:8])[C:12]1[CH:17]=[CH:16][CH:15]=[CH:14][CH:13]=1, predict the reactants needed to synthesize it. The reactants are: [CH3:1][C:2]1([CH3:10])[CH2:7][CH2:6][C:5](=[O:8])[O:4][C:3]1=[O:9].[CH2:11]([NH2:18])[C:12]1[CH:17]=[CH:16][CH:15]=[CH:14][CH:13]=1. (4) Given the product [N+:28]([C:17]1[CH:16]=[CH:15][C:9]([NH:10][S:11]([CH3:14])(=[O:12])=[O:13])=[C:8]([O:7][C:6]2[CH:19]=[CH:20][C:3]([O:2][CH3:1])=[CH:4][CH:5]=2)[CH:18]=1)([O-:30])=[O:29], predict the reactants needed to synthesize it. The reactants are: [CH3:1][O:2][C:3]1[CH:20]=[CH:19][C:6]([O:7][C:8]2[CH:18]=[CH:17][CH:16]=[CH:15][C:9]=2[NH:10][S:11]([CH3:14])(=[O:13])=[O:12])=[CH:5][CH:4]=1.C(OC(=O)C)(=O)C.[N+:28]([O-])([OH:30])=[O:29]. (5) Given the product [CH2:1]([O:8][C:9]1[CH:10]=[C:11]2[C:15](=[CH:16][CH:17]=1)[N:14]([C:22](=[O:25])[CH3:23])[N:13]=[C:12]2[CH2:18][C:19](=[O:21])[CH3:28])[C:2]1[CH:3]=[CH:4][CH:5]=[CH:6][CH:7]=1, predict the reactants needed to synthesize it. The reactants are: [CH2:1]([O:8][C:9]1[CH:10]=[C:11]2[C:15](=[CH:16][CH:17]=1)[NH:14][N:13]=[C:12]2[CH2:18][C:19]([OH:21])=O)[C:2]1[CH:7]=[CH:6][CH:5]=[CH:4][CH:3]=1.[C:22]([O-:25])(=O)[CH3:23].[Na+].O.[C:28](OCC)(=O)C.